Dataset: Reaction yield outcomes from USPTO patents with 853,638 reactions. Task: Predict the reaction yield, written as a fraction of the theoretical maximum amount of product (1.0 means a 100% yield; for example, 0.34 means a 34% yield). (1) The yield is 0.890. The product is [CH3:1][C:2]1[CH:3]=[C:4]([CH:8]=[CH:9][C:10]=1[B:11]1[O:15][C:14]([CH3:17])([CH3:16])[C:13]([CH3:19])([CH3:18])[O:12]1)[C:5]([O:7][CH3:24])=[O:6]. No catalyst specified. The reactants are [CH3:1][C:2]1[CH:3]=[C:4]([CH:8]=[CH:9][C:10]=1[B:11]1[O:15][C:14]([CH3:17])([CH3:16])[C:13]([CH3:19])([CH3:18])[O:12]1)[C:5]([OH:7])=[O:6].S(Cl)(Cl)=O.[CH3:24]O. (2) The reactants are [Cl:1][C:2]1[CH:17]=[CH:16][C:5]([CH2:6][NH:7][CH2:8][C:9]2[CH:14]=[CH:13][C:12]([Cl:15])=[CH:11][CH:10]=2)=[CH:4][CH:3]=1.[CH2:18]([O:20][C@H:21]([C:34]([O:36][CH2:37][CH3:38])=[O:35])[CH2:22][C:23]1[CH:33]=[CH:32][C:26]([O:27][CH2:28][C:29](O)=[O:30])=[CH:25][CH:24]=1)[CH3:19].C(N(CC)C(C)C)(C)C.F[B-](F)(F)F.N1(OC(N(C)C)=[N+](C)C)C2C=CC=CC=2N=N1. The catalyst is C(Cl)Cl. The product is [Cl:1][C:2]1[CH:3]=[CH:4][C:5]([CH2:6][N:7]([CH2:8][C:9]2[CH:14]=[CH:13][C:12]([Cl:15])=[CH:11][CH:10]=2)[C:29](=[O:30])[CH2:28][O:27][C:26]2[CH:25]=[CH:24][C:23]([CH2:22][C@H:21]([O:20][CH2:18][CH3:19])[C:34]([O:36][CH2:37][CH3:38])=[O:35])=[CH:33][CH:32]=2)=[CH:16][CH:17]=1. The yield is 0.620. (3) The catalyst is C(O)(C(F)(F)F)=O. The reactants are [CH3:1][O:2][C:3]1[CH:8]=[CH:7][C:6]([CH:9]([C:11]2[S:12][C:13]([C:16]3[CH:21]=[CH:20][CH:19]=[CH:18][CH:17]=3)=[CH:14][CH:15]=2)O)=[CH:5][CH:4]=1.C([SiH](CC)CC)C. The product is [CH3:1][O:2][C:3]1[CH:4]=[CH:5][C:6]([CH2:9][C:11]2[S:12][C:13]([C:16]3[CH:21]=[CH:20][CH:19]=[CH:18][CH:17]=3)=[CH:14][CH:15]=2)=[CH:7][CH:8]=1. The yield is 0.980. (4) The reactants are [F:1][C:2]([F:17])([C:6]1[CH:11]=[CH:10][C:9]([O:12][CH:13]([CH3:15])[CH3:14])=[CH:8][C:7]=1[F:16])[C:3]([OH:5])=O.P(Cl)(Cl)(Cl)=O.Cl.[NH2:24][CH2:25][C:26]1[CH:27]=[C:28]2[C:32](=[CH:33][CH:34]=1)[C:31](=[O:35])[N:30]([CH:36]1[CH2:41][CH2:40][C:39](=[O:42])[NH:38][C:37]1=[O:43])[CH2:29]2.C(=O)(O)[O-].[Na+]. The catalyst is N1C=CC=CC=1. The product is [O:43]=[C:37]1[CH:36]([N:30]2[CH2:29][C:28]3[C:32](=[CH:33][CH:34]=[C:26]([CH2:25][NH:24][C:3](=[O:5])[C:2]([F:1])([F:17])[C:6]4[CH:11]=[CH:10][C:9]([O:12][CH:13]([CH3:15])[CH3:14])=[CH:8][C:7]=4[F:16])[CH:27]=3)[C:31]2=[O:35])[CH2:41][CH2:40][C:39](=[O:42])[NH:38]1. The yield is 0.120. (5) The reactants are [F:1][C:2]1[CH:8]=[C:7]([F:9])[C:6]([F:10])=[CH:5][C:3]=1[NH2:4].Cl.Cl[CH2:13][CH2:14][NH:15][CH2:16][CH2:17]Cl.C(=O)([O-])[O-].[Na+].[Na+].[OH-].[Na+]. The catalyst is C(O)CCC.CCCCCC. The product is [F:1][C:2]1[CH:8]=[C:7]([F:9])[C:6]([F:10])=[CH:5][C:3]=1[N:4]1[CH2:17][CH2:16][NH:15][CH2:14][CH2:13]1. The yield is 0.240. (6) The reactants are [N+:1]([C:4]1[CH:5]=[C:6]2[C:10](=[CH:11][CH:12]=1)[CH2:9][C:8](=O)[CH2:7]2)([O-:3])=[O:2].[CH3:14][NH:15][CH3:16].O. The catalyst is C1COCC1. The product is [CH3:14][N:15]([CH3:16])[C:8]1[CH2:9][C:10]2[C:6]([CH:7]=1)=[CH:5][C:4]([N+:1]([O-:3])=[O:2])=[CH:12][CH:11]=2. The yield is 0.980. (7) The reactants are [CH:1]([S:4][C:5]1[CH:13]=[CH:12][C:11]([N+:14]([O-:16])=[O:15])=[CH:10][C:6]=1[C:7]([OH:9])=O)([CH3:3])[CH3:2].CN(C(ON1N=NC2C=CC=CC1=2)=[N+](C)C)C.[B-](F)(F)(F)F.C(N(C(C)C)C(C)C)C.[F:48][C:49]([F:63])([F:62])[C:50]1[CH:55]=[CH:54][C:53]([N:56]2[CH2:61][CH2:60][NH:59][CH2:58][CH2:57]2)=[CH:52][CH:51]=1. The catalyst is O1CCCC1. The product is [CH:1]([S:4][C:5]1[CH:13]=[CH:12][C:11]([N+:14]([O-:16])=[O:15])=[CH:10][C:6]=1[C:7]([N:59]1[CH2:58][CH2:57][N:56]([C:53]2[CH:52]=[CH:51][C:50]([C:49]([F:62])([F:63])[F:48])=[CH:55][CH:54]=2)[CH2:61][CH2:60]1)=[O:9])([CH3:2])[CH3:3]. The yield is 0.830. (8) The product is [Cl:1][C:2]1[CH:3]=[C:4]([CH:8]=[CH:9][C:10]=1[Cl:11])[N:5]([CH2:13][CH2:14][CH2:15][Cl:16])[CH:6]=[O:7]. The yield is 0.770. The reactants are [Cl:1][C:2]1[CH:3]=[C:4]([CH:8]=[CH:9][C:10]=1[Cl:11])[NH:5][CH:6]=[O:7].Br[CH2:13][CH2:14][CH2:15][Cl:16].C(=O)([O-])[O-].[Cs+].[Cs+]. The catalyst is CC(C)=O. (9) The reactants are [N+:1]([C:4]1[CH:9]=[CH:8][C:7]([S:10]([CH3:18])(=[N:12][C:13](=[O:17])[CH2:14][O:15][CH3:16])=[O:11])=[CH:6][CH:5]=1)([O-])=O. The catalyst is C(O)C.[Pd]. The product is [NH2:1][C:4]1[CH:9]=[CH:8][C:7]([S:10]([CH3:18])(=[N:12][C:13](=[O:17])[CH2:14][O:15][CH3:16])=[O:11])=[CH:6][CH:5]=1. The yield is 0.530.